This data is from Reaction yield outcomes from USPTO patents with 853,638 reactions. The task is: Predict the reaction yield, written as a fraction of the theoretical maximum amount of product (1.0 means a 100% yield; for example, 0.34 means a 34% yield). (1) The reactants are [Cl:1][C:2]1[CH:7]=[C:6]([C:8]2[S:25][C:11]3[N:12]=[CH:13][N:14]=[C:15]([C:16]4[CH:21]=[CH:20][CH:19]=[C:18]([N+:22]([O-])=O)[CH:17]=4)[C:10]=3[CH:9]=2)[CH:5]=[CH:4][N:3]=1.[O-]S(S([O-])=O)=O.[Na+].[Na+]. The catalyst is CO.O. The product is [Cl:1][C:2]1[CH:7]=[C:6]([C:8]2[S:25][C:11]3[N:12]=[CH:13][N:14]=[C:15]([C:16]4[CH:17]=[C:18]([NH2:22])[CH:19]=[CH:20][CH:21]=4)[C:10]=3[CH:9]=2)[CH:5]=[CH:4][N:3]=1. The yield is 0.230. (2) The reactants are C(OC([N:8]1[CH2:12][CH2:11][CH2:10][CH:9]1[C:13](=[O:51])[NH:14][C:15]1[CH:20]=[CH:19][C:18]([C:21]2[CH:22]=[C:23]3[C:29]([C:30]4[CH:35]=[CH:34][CH:33]=[CH:32][C:31]=4[O:36][CH3:37])=[N:28][N:27](COCC[Si](C)(C)C)[C:24]3=[N:25][CH:26]=2)=[CH:17][C:16]=1[C:46](=[O:50])[N:47]([CH3:49])[CH3:48])=O)(C)(C)C. The catalyst is Cl(O)(=O)(=O)=O.C(O)(=O)C. The product is [CH3:49][N:47]([CH3:48])[C:46]([C:16]1[CH:17]=[C:18]([C:21]2[CH:22]=[C:23]3[C:29]([C:30]4[CH:35]=[CH:34][CH:33]=[CH:32][C:31]=4[O:36][CH3:37])=[N:28][NH:27][C:24]3=[N:25][CH:26]=2)[CH:19]=[CH:20][C:15]=1[NH:14][C:13]([CH:9]1[CH2:10][CH2:11][CH2:12][NH:8]1)=[O:51])=[O:50]. The yield is 0.350. (3) The reactants are [SH:1][CH2:2][C:3]([O:5][C:6]([CH3:9])([CH3:8])[CH3:7])=[O:4].C[O-].[Na+].Cl/[C:14](/[C:18]1[CH:23]=[CH:22][C:21]([O:24][CH2:25][CH3:26])=[CH:20][CH:19]=1)=[CH:15]\[C:16]#[N:17].O. The catalyst is CO.CN(C=O)C. The product is [NH2:17][C:16]1[CH:15]=[C:14]([C:18]2[CH:19]=[CH:20][C:21]([O:24][CH2:25][CH3:26])=[CH:22][CH:23]=2)[S:1][C:2]=1[C:3]([O:5][C:6]([CH3:9])([CH3:8])[CH3:7])=[O:4]. The yield is 0.605.